This data is from Reaction yield outcomes from USPTO patents with 853,638 reactions. The task is: Predict the reaction yield, written as a fraction of the theoretical maximum amount of product (1.0 means a 100% yield; for example, 0.34 means a 34% yield). (1) The reactants are Br[CH2:2][C:3]([N:5]([CH2:10][C:11]([N:13]([CH2:18][CH2:19][C:20]([O:22][CH2:23][C:24]1[CH:29]=[CH:28][CH:27]=[CH:26][CH:25]=1)=[O:21])[CH2:14][CH2:15][O:16][CH3:17])=[O:12])[CH2:6][CH2:7][O:8][CH3:9])=[O:4].CCN(CC)CC.[CH3:37][O:38][CH2:39][CH2:40][NH2:41]. The catalyst is C1COCC1.CCOC(C)=O. The product is [CH3:9][O:8][CH2:7][CH2:6][N:5]([CH2:10][C:11](=[O:12])[N:13]([CH2:14][CH2:15][O:16][CH3:17])[CH2:18][CH2:19][C:20]([O:22][CH2:23][C:24]1[CH:29]=[CH:28][CH:27]=[CH:26][CH:25]=1)=[O:21])[C:3](=[O:4])[CH2:2][NH:41][CH2:40][CH2:39][O:38][CH3:37]. The yield is 0.520. (2) The reactants are I[C:2]1[CH:7]=[CH:6][C:5]([N:8]2[CH2:11][CH:10]([OH:12])[CH2:9]2)=[CH:4][CH:3]=1.[B:13]1([B:13]2[O:17][C:16]([CH3:19])([CH3:18])[C:15]([CH3:21])([CH3:20])[O:14]2)[O:17][C:16]([CH3:19])([CH3:18])[C:15]([CH3:21])([CH3:20])[O:14]1.CC([O-])=O.[K+]. The catalyst is C1C=CC(P(C2C=CC=CC=2)[C-]2C=CC=C2)=CC=1.C1C=CC(P(C2C=CC=CC=2)[C-]2C=CC=C2)=CC=1.Cl[Pd]Cl.[Fe+2].CS(C)=O. The product is [CH3:20][C:15]1([CH3:21])[C:16]([CH3:19])([CH3:18])[O:17][B:13]([C:2]2[CH:7]=[CH:6][C:5]([N:8]3[CH2:11][CH:10]([OH:12])[CH2:9]3)=[CH:4][CH:3]=2)[O:14]1. The yield is 1.00. (3) The reactants are CC1(C)CCCC(C)(C)N1.C([Li])CCC.[F:16][C:17]1[C:22]([CH2:23][C:24]([CH3:27])([CH3:26])[CH3:25])=[CH:21][CH:20]=[C:19]([F:28])[N:18]=1.[Si:29]([O:36][C:37]1([CH2:41]/[CH:42]=[N:43]/[S@@:44]([C:46]([CH3:49])([CH3:48])[CH3:47])=[O:45])[CH2:40][CH2:39][CH2:38]1)([C:32]([CH3:35])([CH3:34])[CH3:33])([CH3:31])[CH3:30].N#N. The catalyst is C1COCC1. The product is [Si:29]([O:36][C:37]1([CH2:41][C@H:42]([NH:43][S:44]([C:46]([CH3:49])([CH3:48])[CH3:47])=[O:45])[C:20]2[C:19]([F:28])=[N:18][C:17]([F:16])=[C:22]([CH2:23][C:24]([CH3:25])([CH3:27])[CH3:26])[CH:21]=2)[CH2:40][CH2:39][CH2:38]1)([C:32]([CH3:34])([CH3:35])[CH3:33])([CH3:31])[CH3:30]. The yield is 0.110. (4) The reactants are [OH:1][C:2]1[CH:11]=[C:10]2[C:5]([C:6]([O:12][C:13]3[CH:14]=[C:15]4[C:19](=[CH:20][CH:21]=3)[NH:18][CH:17]=[C:16]4[CH3:22])=[N:7][CH:8]=[N:9]2)=[CH:4][C:3]=1[O:23][CH3:24].C(=O)([O-])[O-].[K+].[K+].Cl[CH2:32][CH2:33][CH2:34][N:35]1[CH2:40][CH2:39][O:38][CH2:37][CH2:36]1. The catalyst is CN(C=O)C. The product is [CH3:24][O:23][C:3]1[CH:4]=[C:5]2[C:10](=[CH:11][C:2]=1[O:1][CH2:32][CH2:33][CH2:34][N:35]1[CH2:40][CH2:39][O:38][CH2:37][CH2:36]1)[N:9]=[CH:8][N:7]=[C:6]2[O:12][C:13]1[CH:14]=[C:15]2[C:19](=[CH:20][CH:21]=1)[NH:18][CH:17]=[C:16]2[CH3:22]. The yield is 0.510.